From a dataset of Forward reaction prediction with 1.9M reactions from USPTO patents (1976-2016). Predict the product of the given reaction. (1) The product is: [CH:39]([OH:41])=[O:40].[Cl:26][C:22]1[CH:21]=[C:20]([N:19]2[C:15]([C:11]3[CH:12]=[CH:13][CH:14]=[C:9]([O:8][CH2:7][CH2:6][NH:38][CH:35]([CH3:37])[CH3:36])[CH:10]=3)=[CH:16][C:17]([C:27]([N:29]3[CH2:33][C:32](=[O:34])[NH:31][CH2:30]3)=[O:28])=[N:18]2)[CH:25]=[CH:24][CH:23]=1. Given the reactants CS(O[CH2:6][CH2:7][O:8][C:9]1[CH:14]=[CH:13][CH:12]=[C:11]([C:15]2[N:19]([C:20]3[CH:25]=[CH:24][CH:23]=[C:22]([Cl:26])[CH:21]=3)[N:18]=[C:17]([C:27]([N:29]3[CH2:33][C:32](=[O:34])[NH:31][CH2:30]3)=[O:28])[CH:16]=2)[CH:10]=1)(=O)=O.[CH:35]([NH2:38])([CH3:37])[CH3:36].[CH:39]([OH:41])=[O:40].ClC1C=C(N2C(C3C=CC=C(OCCCN(C)C)C=3)=CC(C(N3CC(=O)NC3)=O)=N2)C=CC=1, predict the reaction product. (2) Given the reactants [CH2:1]([O:3][C:4](=[O:23])[C:5]([O:8][C:9]1[CH:10]=[N:11][C:12]([O:15]CC2C=CC=CC=2)=[CH:13][CH:14]=1)([CH3:7])[CH3:6])[CH3:2], predict the reaction product. The product is: [CH2:1]([O:3][C:4](=[O:23])[C:5]([O:8][C:9]1[CH:10]=[N:11][C:12]([OH:15])=[CH:13][CH:14]=1)([CH3:7])[CH3:6])[CH3:2]. (3) Given the reactants [CH3:1][N:2]([CH3:15])[C:3]1[CH:8]=[CH:7][C:6]([N:9]2[CH2:14][CH2:13][NH:12][CH2:11][CH2:10]2)=[CH:5][CH:4]=1.[CH3:16][S:17]([C:20]1[CH:21]=[C:22]([C:32](O)=[O:33])[C:23]([C:26]2[CH:31]=[CH:30][CH:29]=[CH:28][CH:27]=2)=[CH:24][CH:25]=1)(=[O:19])=[O:18], predict the reaction product. The product is: [CH3:1][N:2]([CH3:15])[C:3]1[CH:4]=[CH:5][C:6]([N:9]2[CH2:14][CH2:13][N:12]([C:32]([C:22]3[CH:21]=[C:20]([S:17]([CH3:16])(=[O:19])=[O:18])[CH:25]=[CH:24][C:23]=3[C:26]3[CH:31]=[CH:30][CH:29]=[CH:28][CH:27]=3)=[O:33])[CH2:11][CH2:10]2)=[CH:7][CH:8]=1. (4) Given the reactants [Li][CH2:2]CCC.C(NC(C)C)(C)C.[Br:13][C:14]1[CH:22]=[CH:21][C:17]([C:18]([OH:20])=[O:19])=[CH:16][C:15]=1[F:23], predict the reaction product. The product is: [Br:13][C:14]1[CH:22]=[CH:21][C:17]2[C:18](=[O:20])[O:19][CH2:2][C:16]=2[C:15]=1[F:23]. (5) Given the reactants [OH:1][C:2]1[CH:3]=[C:4]2[C:8](=[CH:9][CH:10]=1)[NH:7][C:6]([C:11]([N:13]1[CH2:18][CH2:17][O:16][CH2:15][CH2:14]1)=[O:12])=[CH:5]2.C1(P(C2C=CC=CC=2)C2C=CC=CC=2)C=CC=CC=1.[N:38]1([CH2:44][CH2:45][CH2:46]O)[CH2:43][CH2:42][CH2:41][CH2:40][CH2:39]1, predict the reaction product. The product is: [N:13]1([C:11]([C:6]2[NH:7][C:8]3[C:4]([CH:5]=2)=[CH:3][C:2]([O:1][CH2:46][CH2:45][CH2:44][N:38]2[CH2:43][CH2:42][CH2:41][CH2:40][CH2:39]2)=[CH:10][CH:9]=3)=[O:12])[CH2:14][CH2:15][O:16][CH2:17][CH2:18]1. (6) Given the reactants [CH:1]1([Mg]Br)[CH2:3][CH2:2]1.[C:6](=[C:9]([C:15]([O:17][CH2:18][CH3:19])=[O:16])[C:10]([O:12][CH2:13][CH3:14])=[O:11])([CH3:8])[CH3:7].[NH4+].[Cl-], predict the reaction product. The product is: [CH2:13]([O:12][C:10](=[O:11])[CH:9]([C:6]([CH:1]1[CH2:3][CH2:2]1)([CH3:7])[CH3:8])[C:15]([O:17][CH2:18][CH3:19])=[O:16])[CH3:14]. (7) Given the reactants [Cl:1][C:2]1[C:11]2[C:6](=[CH:7][CH:8]=[C:9]([Br:12])[CH:10]=2)[N:5]=[CH:4][N:3]=1.[CH2:13]([O:20][C:21]1[CH:27]=[CH:26][C:24]([NH2:25])=[CH:23][CH:22]=1)[C:14]1[CH:19]=[CH:18][CH:17]=[CH:16][CH:15]=1, predict the reaction product. The product is: [ClH:1].[CH2:13]([O:20][C:21]1[CH:22]=[CH:23][C:24]([NH:25][C:2]2[C:11]3[C:6](=[CH:7][CH:8]=[C:9]([Br:12])[CH:10]=3)[N:5]=[CH:4][N:3]=2)=[CH:26][CH:27]=1)[C:14]1[CH:15]=[CH:16][CH:17]=[CH:18][CH:19]=1. (8) Given the reactants [CH3:1][O:2][C:3]1[CH:34]=[C:33]([O:35][CH3:36])[CH:32]=[CH:31][C:4]=1[CH2:5][NH:6][C:7]1[C:8]2[CH:15]=[CH:14][N:13]([C@H:16]3[C@H:23]4[C@H:19]([O:20][C:21]([CH3:25])([CH3:24])[O:22]4)[C@@H:18]([CH2:26][NH:27][CH:28]([CH3:30])[CH3:29])[CH2:17]3)[C:9]=2[N:10]=[CH:11][N:12]=1.ClCCCl.O=[C:42]1[CH2:45][CH:44]([CH2:46][CH2:47][C:48]([O:50][CH2:51][CH3:52])=[O:49])[CH2:43]1.C(O)(=O)C.C(O[BH-](OC(=O)C)OC(=O)C)(=O)C.[Na+], predict the reaction product. The product is: [CH3:1][O:2][C:3]1[CH:34]=[C:33]([O:35][CH3:36])[CH:32]=[CH:31][C:4]=1[CH2:5][NH:6][C:7]1[C:8]2[CH:15]=[CH:14][N:13]([C@H:16]3[C@@H:23]4[O:22][C:21]([CH3:24])([CH3:25])[O:20][C@@H:19]4[C@@H:18]([CH2:26][N:27]([CH:28]([CH3:30])[CH3:29])[CH:42]4[CH2:45][CH:44]([CH2:46][CH2:47][C:48]([O:50][CH2:51][CH3:52])=[O:49])[CH2:43]4)[CH2:17]3)[C:9]=2[N:10]=[CH:11][N:12]=1.